Dataset: Full USPTO retrosynthesis dataset with 1.9M reactions from patents (1976-2016). Task: Predict the reactants needed to synthesize the given product. Given the product [F:40][C:20]1[CH:21]=[C:22]([NH:25][C:26]([NH:28][C:29](=[O:39])[CH2:30][C:31]2[CH:36]=[CH:35][CH:34]=[CH:33][C:32]=2[O:37][CH3:38])=[S:27])[CH:23]=[CH:24][C:19]=1[O:18][C:15]1[CH:14]=[CH:13][N:12]=[C:11]2[CH:10]=[C:9]([C:6]3[N:5]=[CH:4][N:3]([CH2:1][CH2:2][O:48][CH3:47])[CH:7]=3)[S:17][C:16]=12, predict the reactants needed to synthesize it. The reactants are: [CH2:1]([N:3]1[C:7](C)=[C:6]([C:9]2[S:17][C:16]3[C:11](=[N:12][CH:13]=[CH:14][C:15]=3[O:18][C:19]3[CH:24]=[CH:23][C:22]([NH:25][C:26]([NH:28][C:29](=[O:39])[CH2:30][C:31]4[CH:36]=[CH:35][CH:34]=[CH:33][C:32]=4[O:37][CH3:38])=[S:27])=[CH:21][C:20]=3[F:40])[CH:10]=2)[N:5]=[CH:4]1)[CH3:2].FC1C=C(N)C=C[C:47]=1[O:48]C1C=CN=C2C=C(C3N=CN(CCOC)C=3)SC=12.COC1C=CC=CC=1CC(N=C=S)=O.